Predict the product of the given reaction. From a dataset of Forward reaction prediction with 1.9M reactions from USPTO patents (1976-2016). Given the reactants ClC(Cl)(Cl)[C:3]([C:5]1[NH:6][CH:7]=[C:8]([I:10])[CH:9]=1)=[O:4].[OH-:13].[K+].Cl, predict the reaction product. The product is: [I:10][C:8]1[CH:9]=[C:5]([C:3]([OH:4])=[O:13])[NH:6][CH:7]=1.